Dataset: Full USPTO retrosynthesis dataset with 1.9M reactions from patents (1976-2016). Task: Predict the reactants needed to synthesize the given product. (1) Given the product [CH3:40][O:24][CH2:23][C@@H:19]1[CH2:20][CH2:21][CH2:22][N:18]1[S:15]([C:7]1[CH:6]=[CH:5][C:4]2[N:3]3[CH2:27][C:28]4([CH2:34][CH2:33][CH2:32][CH2:31][CH2:30][CH2:29]4)[CH2:35][N:36]=[C:2]3[C:10](=[O:11])[C:9]=2[CH:8]=1)(=[O:17])=[O:16], predict the reactants needed to synthesize it. The reactants are: O=[C:2]1[C:10]2(OCC[O:11]2)[C:9]2[C:4](=[CH:5][CH:6]=[C:7]([S:15]([N:18]3[CH2:22][CH2:21][CH2:20][C@H:19]3[CH2:23][O:24]OC)(=[O:17])=[O:16])[CH:8]=2)[N:3]1[CH2:27][C:28]1([C:35]#[N:36])[CH2:34][CH2:33][CH2:32][CH2:31][CH2:30][CH2:29]1.[H][H].N.[CH3:40]CO. (2) Given the product [C:11]([O:10][C:8](=[O:9])[CH2:7][N:6]1[C:5]2[CH:15]=[CH:16][CH:17]=[CH:18][C:4]=2[N:3]=[C:2]1[S:1][CH2:38][CH2:37][NH:36][C:35]([O:34][C:30]([CH3:33])([CH3:32])[CH3:31])=[O:40])([CH3:13])([CH3:14])[CH3:12], predict the reactants needed to synthesize it. The reactants are: [SH:1][C:2]1[N:6]([CH2:7][C:8]([O:10][C:11]([CH3:14])([CH3:13])[CH3:12])=[O:9])[C:5]2[CH:15]=[CH:16][CH:17]=[CH:18][C:4]=2[N:3]=1.C1CCN2C(=NCCC2)CC1.[C:30]([O:34][C:35](=[O:40])[NH:36][CH2:37][CH2:38]Br)([CH3:33])([CH3:32])[CH3:31]. (3) Given the product [NH2:11][CH2:10][C:5]1([C:4]([OH:3])=[O:12])[CH2:16][CH:6]1[CH:7]1[CH2:8][CH2:9]1, predict the reactants needed to synthesize it. The reactants are: C([O:3][C:4](=[O:12])[C:5]([C:10]#[N:11])=[CH:6][CH:7]1[CH2:9][CH2:8]1)C.[OH-].[Na+].Cl.[CH3:16]O. (4) Given the product [N+:34]([C:29]1[C:24]([N+:21]([O-:23])=[O:22])=[C:25]([CH3:33])[CH:26]=[CH:27][CH:28]=1)([O-:36])=[O:35], predict the reactants needed to synthesize it. The reactants are: [H][H].NC1C=C(N)C=CC=1C.NC1C=CC=C(N)C=1C.[N+:21]([C:24]1[CH:29]=[C:28]([N+]([O-])=O)[CH:27]=[CH:26][C:25]=1[CH3:33])([O-:23])=[O:22].[N+:34](C1C=CC=C([N+]([O-])=O)C=1C)([O-:36])=[O:35]. (5) Given the product [CH3:17][O:16][C:14](=[O:15])[CH:13]([C:6](=[O:7])[C:5]1[CH:9]=[CH:10][C:2]([Br:1])=[CH:3][CH:4]=1)[C:12](=[O:11])[CH2:18][CH3:19], predict the reactants needed to synthesize it. The reactants are: [Br:1][C:2]1[CH:10]=[CH:9][C:5]([C:6](Cl)=[O:7])=[CH:4][CH:3]=1.[O:11]=[C:12]([CH2:18][CH3:19])[CH2:13][C:14]([O:16][CH3:17])=[O:15].CC(C)([O-])C.[Na+].